Dataset: Peptide-MHC class II binding affinity with 134,281 pairs from IEDB. Task: Regression. Given a peptide amino acid sequence and an MHC pseudo amino acid sequence, predict their binding affinity value. This is MHC class II binding data. The peptide sequence is FKAAVAAAANAPPAD. The MHC is HLA-DPA10201-DPB10501 with pseudo-sequence HLA-DPA10201-DPB10501. The binding affinity (normalized) is 0.0699.